From a dataset of Forward reaction prediction with 1.9M reactions from USPTO patents (1976-2016). Predict the product of the given reaction. Given the reactants [CH3:1][O:2][C:3]([NH:5][C:6](=[C:10]1[CH2:15][CH2:14][O:13][CH2:12][CH2:11]1)[C:7]([OH:9])=O)=[O:4].CN(C(ON1N=NC2C=CC=NC1=2)=[N+](C)C)C.F[P-](F)(F)(F)(F)F.Cl.Cl.Cl.[CH3:43][O:44][C:45](=[O:89])[NH:46][CH:47]([C:51]([N:53]1[CH2:57][CH2:56][CH2:55][CH:54]1[C:58]1[NH:59][C:60]([C:63]2[CH:72]=[CH:71][C:70]3[C:65](=[CH:66][CH:67]=[C:68]([C:73]4[CH:78]=[CH:77][C:76]([C:79]5[NH:80][C:81]([CH:84]6[CH2:88][CH2:87][CH2:86][NH:85]6)=[N:82][CH:83]=5)=[CH:75][CH:74]=4)[CH:69]=3)[CH:64]=2)=[CH:61][N:62]=1)=[O:52])[CH:48]([CH3:50])[CH3:49].C(N(C(C)C)CC)(C)C, predict the reaction product. The product is: [CH3:43][O:44][C:45](=[O:89])[NH:46][CH:47]([C:51]([N:53]1[CH2:57][CH2:56][CH2:55][CH:54]1[C:58]1[NH:59][C:60]([C:63]2[CH:72]=[CH:71][C:70]3[C:65](=[CH:66][CH:67]=[C:68]([C:73]4[CH:78]=[CH:77][C:76]([C:79]5[NH:80][C:81]([CH:84]6[CH2:88][CH2:87][CH2:86][N:85]6[C:7](=[O:9])[C:6]([NH:5][C:3]([O:2][CH3:1])=[O:4])=[C:10]6[CH2:15][CH2:14][O:13][CH2:12][CH2:11]6)=[N:82][CH:83]=5)=[CH:75][CH:74]=4)[CH:69]=3)[CH:64]=2)=[CH:61][N:62]=1)=[O:52])[CH:48]([CH3:50])[CH3:49].